This data is from Reaction yield outcomes from USPTO patents with 853,638 reactions. The task is: Predict the reaction yield, written as a fraction of the theoretical maximum amount of product (1.0 means a 100% yield; for example, 0.34 means a 34% yield). (1) The reactants are [C:1]([C:3]1[CH:4]=[C:5]([CH:30]=[CH:31][C:32]=1F)[C:6]([NH:8][C@H:9]([C:17]1[NH:18][CH:19]=[C:20]([C:22]2[CH:27]=[CH:26][C:25]([C:28]#[N:29])=[CH:24][CH:23]=2)[N:21]=1)[CH2:10][C:11]1[CH:16]=[CH:15][CH:14]=[CH:13][CH:12]=1)=[O:7])#[N:2].C(C1C=C(C=CC=1F)C(O)=O)#N.C([N:48](CC)CC)C.F[P-](F)(F)(F)(F)F.[N:60]1(O[P+](N(C)C)(N(C)C)N(C)C)C2C=CC=CC=2N=[N:61]1. The catalyst is C1COCC1.O. The product is [NH2:2][C:1]1[C:3]2[C:32](=[CH:31][CH:30]=[C:5]([C:6]([NH:8][C@H:9]([C:17]3[NH:18][CH:19]=[C:20]([C:22]4[CH:27]=[CH:26][C:25]([C:28](=[NH:48])[NH2:29])=[CH:24][CH:23]=4)[N:21]=3)[CH2:10][C:11]3[CH:16]=[CH:15][CH:14]=[CH:13][CH:12]=3)=[O:7])[CH:4]=2)[NH:61][N:60]=1. The yield is 0.720. (2) The product is [C:33]([C:29]1[CH:28]=[C:27]([N:23]2[CH2:22][CH2:21][CH:20]([CH2:19][NH:18][C:5]3[CH:4]=[CH:3][C:2]([Cl:1])=[CH:17][C:6]=3[C:7]([NH:9][C:10]3[CH:15]=[CH:14][C:13]([Cl:16])=[CH:12][N:11]=3)=[O:8])[CH2:25][CH2:24]2)[CH:32]=[CH:31][N:30]=1)([OH:35])=[O:34]. The yield is 0.820. The reactants are [Cl:1][C:2]1[CH:3]=[CH:4][C:5]([NH:18][CH2:19][CH:20]2[CH2:25][CH2:24][NH:23][CH2:22][CH2:21]2)=[C:6]([CH:17]=1)[C:7]([NH:9][C:10]1[CH:15]=[CH:14][C:13]([Cl:16])=[CH:12][N:11]=1)=[O:8].Cl[C:27]1[CH:32]=[CH:31][N:30]=[C:29]([C:33]([OH:35])=[O:34])[CH:28]=1.C(N(CC)CC)C. The catalyst is C(O)C. (3) The catalyst is C(Cl)Cl. The reactants are [F:1][C:2]1[CH:3]=[CH:4][C:5]([O:23][CH3:24])=[C:6]([C@H:8]2[CH2:12][CH2:11][CH2:10][N:9]2[C:13]2[CH:18]=[CH:17][N:16]3[N:19]=[CH:20][C:21]([NH2:22])=[C:15]3[N:14]=2)[CH:7]=1.CCN(C(C)C)C(C)C.C1N=CN([C:39]([N:41]2[CH:45]=N[CH:43]=[CH:42]2)=[O:40])C=1.N1CC[C@H:48]([OH:51])C1. The yield is 0.830. The product is [F:1][C:2]1[CH:3]=[CH:4][C:5]([O:23][CH3:24])=[C:6]([C@H:8]2[CH2:12][CH2:11][CH2:10][N:9]2[C:13]2[CH:18]=[CH:17][N:16]3[N:19]=[CH:20][C:21]([NH:22][C:39]([N:41]4[CH2:42][CH2:43][C@H:48]([OH:51])[CH2:45]4)=[O:40])=[C:15]3[N:14]=2)[CH:7]=1. (4) The reactants are [CH3:1][N:2]1[C:6]([C:7]2[CH:8]=[N:9][NH:10][C:11]=2[NH2:12])=[CH:5][CH:4]=[N:3]1.[CH2:13]([N:15]1[C:23]2[C:18](=[CH:19][C:20]([C:24](=O)[CH2:25][C:26](OCC)=[O:27])=[CH:21][CH:22]=2)[CH:17]=[N:16]1)[CH3:14].CC1C=CC(S(O)(=O)=O)=CC=1. The catalyst is CCCCO. The product is [CH2:13]([N:15]1[C:23]2[C:18](=[CH:19][C:20]([C:24]3[NH:12][C:11]4[N:10]([N:9]=[CH:8][C:7]=4[C:6]4[N:2]([CH3:1])[N:3]=[CH:4][CH:5]=4)[C:26](=[O:27])[CH:25]=3)=[CH:21][CH:22]=2)[CH:17]=[N:16]1)[CH3:14]. The yield is 0.250. (5) The reactants are [Cl:1][C:2]1[C:3]2[CH:14]=[CH:13][CH:12]=[CH:11][C:4]=2[S:5][C:6]=1[CH2:7][CH2:8][CH:9]=[O:10].[C:15]([Mg]Br)#[CH:16].[NH4+].[Cl-]. The catalyst is C1COCC1. The product is [Cl:1][C:2]1[C:3]2[CH:14]=[CH:13][CH:12]=[CH:11][C:4]=2[S:5][C:6]=1[CH2:7][CH2:8][CH:9]([OH:10])[C:15]#[CH:16]. The yield is 0.930. (6) The product is [C:11]([O:15][C:16](=[O:29])[N:17]([C:19]1[CH:24]=[C:23]([O:10][C:6]2[CH:7]=[CH:8][CH:9]=[C:4]([NH2:3])[CH:5]=2)[CH:22]=[CH:21][C:20]=1[N+:26]([O-:28])=[O:27])[CH3:18])([CH3:14])([CH3:13])[CH3:12]. The catalyst is CN(C)C=O. The yield is 0.920. The reactants are [H-].[Na+].[NH2:3][C:4]1[CH:5]=[C:6]([OH:10])[CH:7]=[CH:8][CH:9]=1.[C:11]([O:15][C:16](=[O:29])[N:17]([C:19]1[CH:24]=[C:23](Cl)[CH:22]=[CH:21][C:20]=1[N+:26]([O-:28])=[O:27])[CH3:18])([CH3:14])([CH3:13])[CH3:12].